The task is: Predict the reactants needed to synthesize the given product.. This data is from Full USPTO retrosynthesis dataset with 1.9M reactions from patents (1976-2016). (1) Given the product [CH3:33][C:28]1([CH3:34])[C:29]([CH3:32])([CH3:31])[O:30][B:26]([C:2]2[CH:7]=[CH:6][C:5]([NH:8][C:9](=[O:25])[O:10][C@@H:11]3[C@@H:16]([O:17][CH3:18])[C@@H:15]([O:19][CH2:20][CH3:21])[C@H:14]([O:22][CH3:23])[C@@H:13]([CH3:24])[O:12]3)=[CH:4][CH:3]=2)[O:27]1, predict the reactants needed to synthesize it. The reactants are: Br[C:2]1[CH:7]=[CH:6][C:5]([NH:8][C:9](=[O:25])[O:10][C@@H:11]2[C@@H:16]([O:17][CH3:18])[C@@H:15]([O:19][CH2:20][CH3:21])[C@H:14]([O:22][CH3:23])[C@@H:13]([CH3:24])[O:12]2)=[CH:4][CH:3]=1.[B:26]1([B:26]2[O:30][C:29]([CH3:32])([CH3:31])[C:28]([CH3:34])([CH3:33])[O:27]2)[O:30][C:29]([CH3:32])([CH3:31])[C:28]([CH3:34])([CH3:33])[O:27]1.CC([O-])=O.[K+].N#N. (2) The reactants are: Cl.[NH2:2][C:3]1[C:9]([OH:10])=[CH:8][CH:7]=[CH:6][C:4]=1[OH:5].O.[CH2:12](O)C. Given the product [OH:10][C:9]1[C:3]2[N:2]=[CH:12][O:5][C:4]=2[CH:6]=[CH:7][CH:8]=1, predict the reactants needed to synthesize it. (3) The reactants are: [CH3:1][O:2][C:3]1[CH:4]=[C:5]([CH:8]=[CH:9][N:10]=1)[C:6]#N.[CH2:11]([Mg]Cl)[CH3:12].C1C[O:18]CC1. Given the product [CH3:1][O:2][C:3]1[CH:4]=[C:5]([C:6](=[O:18])[CH2:11][CH3:12])[CH:8]=[CH:9][N:10]=1, predict the reactants needed to synthesize it. (4) Given the product [O:1]=[C:2]1[C:10]2[C:5](=[CH:6][CH:7]=[CH:8][CH:9]=2)[C:4](=[O:11])[N:3]1[CH2:12][CH2:13][CH2:14][CH2:15][C:16]1[CH:17]=[CH:18][C:19]([C:20]([O:22][C:23]([CH3:24])([CH3:25])[CH3:26])=[O:21])=[CH:27][CH:28]=1, predict the reactants needed to synthesize it. The reactants are: [O:1]=[C:2]1[C:10]2[C:5](=[CH:6][CH:7]=[CH:8][CH:9]=2)[C:4](=[O:11])[N:3]1[CH2:12][CH2:13]/[CH:14]=[CH:15]/[C:16]1[CH:28]=[CH:27][C:19]([C:20]([O:22][C:23]([CH3:26])([CH3:25])[CH3:24])=[O:21])=[CH:18][CH:17]=1. (5) Given the product [CH3:1][S:2]([C:5]1[CH:10]=[CH:9][C:8]([C:11]2[N:16]3[N:17]=[C:18]([NH:20][C:34]4[CH:35]=[CH:22][CH:23]=[C:24]([CH2:25][N:26]5[CH2:31][CH2:30][N:29]([CH3:32])[CH2:28][CH2:27]5)[CH:33]=4)[N:19]=[C:15]3[CH:14]=[CH:13][CH:12]=2)=[CH:7][CH:6]=1)(=[O:3])=[O:4], predict the reactants needed to synthesize it. The reactants are: [CH3:1][S:2]([C:5]1[CH:10]=[CH:9][C:8]([C:11]2[N:16]3[N:17]=[C:18]([NH2:20])[N:19]=[C:15]3[CH:14]=[CH:13][CH:12]=2)=[CH:7][CH:6]=1)(=[O:4])=[O:3].Br[C:22]1[CH:23]=[C:24]([CH:33]=[CH:34][CH:35]=1)[CH2:25][N:26]1[CH2:31][CH2:30][N:29]([CH3:32])[CH2:28][CH2:27]1.C1(P(C2CCCCC2)C2C=CC=CC=2C2C=CC=CC=2P(C2CCCCC2)C2CCCCC2)CCCCC1.